Binary Classification. Given a T-cell receptor sequence (or CDR3 region) and an epitope sequence, predict whether binding occurs between them. From a dataset of TCR-epitope binding with 47,182 pairs between 192 epitopes and 23,139 TCRs. (1) The epitope is SEETGTLIV. The TCR CDR3 sequence is CATSRGWIAGFEQFF. Result: 0 (the TCR does not bind to the epitope). (2) The epitope is GTSGSPIIDK. The TCR CDR3 sequence is CASSLELAGPEQFF. Result: 0 (the TCR does not bind to the epitope). (3) The epitope is DRFYKTLRAEQASQEV. The TCR CDR3 sequence is CASSEGRISPGELFF. Result: 0 (the TCR does not bind to the epitope). (4) The epitope is VTIAEILLI. The TCR CDR3 sequence is CALEEAGANVLTF. Result: 0 (the TCR does not bind to the epitope). (5) The epitope is LLQTGIHVRVSQPSL. The TCR CDR3 sequence is CASSQDLGEFYGYTF. Result: 0 (the TCR does not bind to the epitope). (6) The epitope is RQLLFVVEV. The TCR CDR3 sequence is CASSTTLAGVNNEQFF. Result: 1 (the TCR binds to the epitope).